From a dataset of Full USPTO retrosynthesis dataset with 1.9M reactions from patents (1976-2016). Predict the reactants needed to synthesize the given product. (1) Given the product [CH:28]1([NH:31][C:32](=[O:56])[CH2:33][CH2:34][S:35][C:36]2[CH:45]=[C:44]([NH:46][S:47]([C:50]3[S:51][CH:52]=[CH:53][CH:54]=3)(=[O:48])=[O:49])[C:43]3[C:38](=[CH:39][CH:40]=[CH:41][CH:42]=3)[C:37]=2[OH:55])[CH2:29][CH2:30]1, predict the reactants needed to synthesize it. The reactants are: OC1C2C(=CC=CC=2)C(NS(C2SC=CC=2)(=O)=O)=CC=1SCC(OCC)=O.[CH:28]1([NH:31][C:32](=[O:56])[CH2:33][CH2:34][S:35][C:36]2[C:37](=[O:55])[C:38]3[C:43]([C:44](=[N:46][S:47]([C:50]4[S:51][CH:52]=[CH:53][CH:54]=4)(=[O:49])=[O:48])[CH:45]=2)=[CH:42][CH:41]=[CH:40][CH:39]=3)[CH2:30][CH2:29]1. (2) Given the product [C:1]([NH:4][C:5]1[S:6][CH:7]=[C:8]([CH2:10][CH2:11][C:12]2[CH:13]=[C:14]([CH2:17][CH2:18][C:19]([O:21][CH3:22])=[O:20])[S:15][CH:16]=2)[N:9]=1)(=[O:3])[CH3:2], predict the reactants needed to synthesize it. The reactants are: [C:1]([NH:4][C:5]1[S:6][CH:7]=[C:8]([CH:10]=[CH:11][C:12]2[CH:13]=[C:14](/[CH:17]=[CH:18]/[C:19]([O:21][CH3:22])=[O:20])[S:15][CH:16]=2)[N:9]=1)(=[O:3])[CH3:2]. (3) Given the product [NH2:21][C:22]1[CH:29]=[CH:28][CH:27]=[C:26]([N+:30]([O-:32])=[O:31])[C:23]=1[CH2:24][NH:25][S:10]([C:5]1[CH:6]=[CH:7][CH:8]=[CH:9][C:4]=1[N+:1]([O-:3])=[O:2])(=[O:12])=[O:11], predict the reactants needed to synthesize it. The reactants are: [N+:1]([C:4]1[CH:9]=[CH:8][CH:7]=[CH:6][C:5]=1[S:10](Cl)(=[O:12])=[O:11])([O-:3])=[O:2].C(N(CC)CC)C.[NH2:21][C:22]1[CH:29]=[CH:28][CH:27]=[C:26]([N+:30]([O-:32])=[O:31])[C:23]=1[CH2:24][NH2:25].C(=O)([O-])O.[Na+]. (4) Given the product [CH3:24][C:25]1[CH:34]=[CH:33][C:28]([C:37]([N:11]=[C:9]2[N:8]([CH:17]([CH2:22][CH3:23])[C:18]([OH:20])=[O:19])[C:7]3[CH:12]=[CH:13][C:4]([O:3][C:2]([F:1])([F:14])[F:15])=[CH:5][C:6]=3[S:10]2)=[O:38])=[CH:27][CH:26]=1, predict the reactants needed to synthesize it. The reactants are: [F:1][C:2]([F:15])([F:14])[O:3][C:4]1[CH:13]=[CH:12][C:7]2[N:8]=[C:9]([NH2:11])[S:10][C:6]=2[CH:5]=1.Br[CH:17]([CH2:22][CH3:23])[C:18]([O:20]C)=[O:19].[CH3:24][C:25]1[CH:34]=[CH:33][C:28]2N=C(N)S[C:27]=2[CH:26]=1.BrC(CC)[C:37](OCC)=[O:38]. (5) Given the product [N+:1]([C:4]1[CH:5]=[C:6]([C:10]2([C:11]#[N:12])[CH2:16][CH2:15][CH2:14]2)[CH:7]=[CH:8][CH:9]=1)([O-:3])=[O:2], predict the reactants needed to synthesize it. The reactants are: [N+:1]([C:4]1[CH:5]=[C:6]([CH2:10][C:11]#[N:12])[CH:7]=[CH:8][CH:9]=1)([O-:3])=[O:2].Br[CH2:14][CH2:15][CH2:16]Br.C(=O)([O-])[O-].[K+].[K+].